This data is from Reaction yield outcomes from USPTO patents with 853,638 reactions. The task is: Predict the reaction yield, written as a fraction of the theoretical maximum amount of product (1.0 means a 100% yield; for example, 0.34 means a 34% yield). (1) The reactants are [NH2:1][C:2]1[CH:7]=[CH:6][C:5]([C:8]2[N:9]([CH2:21][CH3:22])[C:10]3[C:15]([C:16]=2[C:17]#[N:18])=[CH:14][CH:13]=[C:12]([O:19][CH3:20])[CH:11]=3)=[CH:4][CH:3]=1.Cl[C:24]([O:26][CH2:27][CH3:28])=[O:25]. The catalyst is CCOC(C)=O.C([O-])(O)=O.[Na+].O. The product is [CH2:27]([O:26][C:24](=[O:25])[NH:1][C:2]1[CH:3]=[CH:4][C:5]([C:8]2[N:9]([CH2:21][CH3:22])[C:10]3[C:15]([C:16]=2[C:17]#[N:18])=[CH:14][CH:13]=[C:12]([O:19][CH3:20])[CH:11]=3)=[CH:6][CH:7]=1)[CH3:28]. The yield is 0.550. (2) The reactants are Cl.[O:2]1[C:6]2([CH2:11][CH2:10][N:9]([C:12]3[CH:20]=[CH:19][C:15]([CH:16]=[N:17][OH:18])=[CH:14][CH:13]=3)[CH2:8][CH2:7]2)[O:5][CH2:4][CH2:3]1.C([BH3-])#N.[Na+].[OH-].[Na+]. The catalyst is CN(C1C=CC(N=NC2C=CC(S(O)(=O)=O)=CC=2)=CC=1)C.O.CO. The product is [OH:18][NH:17][CH2:16][C:15]1[CH:19]=[CH:20][C:12]([N:9]2[CH2:8][CH2:7][C:6]3([O:5][CH2:4][CH2:3][O:2]3)[CH2:11][CH2:10]2)=[CH:13][CH:14]=1. The yield is 0.780. (3) The reactants are [Cl:1][C:2]1[C:7](=[O:8])[CH:6]=[CH:5][NH:4][C:3]=1[N:9]=[C:10]([C:17]1[CH:22]=[CH:21][CH:20]=[CH:19][CH:18]=1)[C:11]1[CH:16]=[CH:15][CH:14]=[CH:13][CH:12]=1.C(=O)([O-])[O-].[Cs+].[Cs+].[F:29][C:30]1[C:31](F)=[C:32]([N+:36]([O-:38])=[O:37])[CH:33]=[CH:34][CH:35]=1. The catalyst is CN(C=O)C. The product is [Cl:1][C:2]1[C:3]([N:9]=[C:10]([C:11]2[CH:16]=[CH:15][CH:14]=[CH:13][CH:12]=2)[C:17]2[CH:22]=[CH:21][CH:20]=[CH:19][CH:18]=2)=[N:4][CH:5]=[CH:6][C:7]=1[O:8][C:35]1[CH:34]=[CH:33][C:32]([N+:36]([O-:38])=[O:37])=[CH:31][C:30]=1[F:29]. The yield is 0.670. (4) The reactants are [OH-].[Na+].C1C=CC=CC=1.[Br:9][C:10]1[CH:17]=[CH:16][CH:15]=[CH:14][C:11]=1[CH2:12]Br.[CH:18](=[O:22])[CH:19]([CH3:21])[CH3:20]. The catalyst is [I-].C([N+](CCCC)(CCCC)CCCC)CCC.C(OCC)C.O. The product is [Br:9][C:10]1[CH:17]=[CH:16][CH:15]=[CH:14][C:11]=1[CH2:12][C:19]([CH3:21])([CH3:20])[CH:18]=[O:22]. The yield is 0.671.